This data is from B-cell epitopes from IEDB database with 3,159 antigens for binding position prediction. The task is: Token-level Classification. Given an antigen amino acid sequence, predict which amino acid positions are active epitope sites capable of antibody binding. Output is a list of indices for active positions. Given the antigen sequence: MIQIARTWRVFAGGMATGFIGVVLVTAGKASADPLLPPPPIPAPVSAPATVPPVQNLTALPGGSSNRFSPAPAPAPIASPIPVGAPGSTAVPPLPPPVTPAISGTLRDHLREKGVKLEAQRPHGFKALDITLPMPPRWTQVPDPNVPDAFVVIADRLGNSVYTSNAQLVVYRLIGDFDPAEAITHGYIDSQKLLAWQTTNASMANFDGFPSSIIEGTYRENDMTLNTSRRHVIATSGADKYLVSLSVTTALSQAVTDGPATDAIVNGFQVVAHAAPAQAPAPAPGSAPVGLPGQAPGYPPAGTLTPVPPR, which amino acid positions are active epitope sites? The epitope positions are: [137, 138, 139, 140, 141, 142, 143, 144, 145, 146, 147, 148, 149, 150, 151, 152, 153, 154, 155]. The amino acids at these positions are: WTQVPDPNVPDAFVVIADR.